Dataset: Full USPTO retrosynthesis dataset with 1.9M reactions from patents (1976-2016). Task: Predict the reactants needed to synthesize the given product. (1) Given the product [Br:2][CH2:30][C:27]1[CH:28]=[CH:29][C:24]([C:21]2[N:20]=[C:19]([CH2:18][O:17][CH2:16][C:12]3([C:9]4[CH:10]=[CH:11][C:6]([Cl:5])=[CH:7][CH:8]=4)[CH2:15][CH2:14][CH2:13]3)[O:23][N:22]=2)=[CH:25][CH:26]=1, predict the reactants needed to synthesize it. The reactants are: P(Br)(Br)[Br:2].[Cl:5][C:6]1[CH:11]=[CH:10][C:9]([C:12]2([CH2:16][O:17][CH2:18][C:19]3[O:23][N:22]=[C:21]([C:24]4[CH:29]=[CH:28][C:27]([CH2:30]O)=[CH:26][CH:25]=4)[N:20]=3)[CH2:15][CH2:14][CH2:13]2)=[CH:8][CH:7]=1. (2) Given the product [F:1][C:2]1[C:3]([CH3:17])=[CH:4][C:5]([CH2:9][CH:10]([CH3:16])[C:11]([O:13][CH2:14][CH3:15])=[O:12])=[CH:6][C:7]=1[CH3:8], predict the reactants needed to synthesize it. The reactants are: [F:1][C:2]1[C:7]([CH3:8])=[CH:6][C:5]([CH:9]=[C:10]([CH3:16])[C:11]([O:13][CH2:14][CH3:15])=[O:12])=[CH:4][C:3]=1[CH3:17]. (3) The reactants are: [CH2:1]([O:3][C:4](=[O:8])[CH:5]=[N+]=[N-])[CH3:2].[Sn](Cl)Cl.[CH3:12][CH:13]([CH3:18])[CH2:14][CH2:15][CH:16]=[O:17]. Given the product [CH2:1]([O:3][C:4](=[O:8])[CH2:5][C:16](=[O:17])[CH2:15][CH2:14][CH:13]([CH3:18])[CH3:12])[CH3:2], predict the reactants needed to synthesize it. (4) The reactants are: Br[CH2:2][C:3](Br)=[O:4].[CH2:6]([NH:13][CH2:14][CH3:15])[C:7]1[CH:12]=[CH:11][CH:10]=[CH:9][CH:8]=1.[CH3:16][O:17][C:18]1[CH:23]=[CH:22][CH:21]=[CH:20][C:19]=1[NH:24][S:25]([C:28]1[CH:37]=[CH:36][C:35]2[C:30](=[CH:31][CH:32]=[CH:33][CH:34]=2)[CH:29]=1)(=[O:27])=[O:26]. Given the product [CH2:6]([N:13]([CH2:14][CH3:15])[C:3](=[O:4])[CH2:2][N:24]([C:19]1[CH:20]=[CH:21][CH:22]=[CH:23][C:18]=1[O:17][CH3:16])[S:25]([C:28]1[CH:37]=[CH:36][C:35]2[C:30](=[CH:31][CH:32]=[CH:33][CH:34]=2)[CH:29]=1)(=[O:27])=[O:26])[C:7]1[CH:12]=[CH:11][CH:10]=[CH:9][CH:8]=1, predict the reactants needed to synthesize it. (5) The reactants are: [Cl:1][C:2]1[CH:3]=[C:4]([C:14](=[O:16])[CH3:15])[C:5]2[O:11][CH2:10][CH2:9][N:8]=[CH:7][C:6]=2[C:12]=1[CH3:13].[BH4-].[Na+]. Given the product [Cl:1][C:2]1[CH:3]=[C:4]([CH:14]([OH:16])[CH3:15])[C:5]2[O:11][CH2:10][CH2:9][NH:8][CH2:7][C:6]=2[C:12]=1[CH3:13], predict the reactants needed to synthesize it.